This data is from Forward reaction prediction with 1.9M reactions from USPTO patents (1976-2016). The task is: Predict the product of the given reaction. (1) The product is: [F:1][C:2]1[CH:3]=[C:4]([C@H:9]2[CH2:14][C@@H:13]([C:15]3[O:22][NH:29][C:17](=[O:18])[CH:16]=3)[CH2:12][CH2:11][N:10]2[C:23]([O:25][CH3:26])=[O:24])[CH:5]=[CH:6][C:7]=1[F:8]. Given the reactants [F:1][C:2]1[CH:3]=[C:4]([C@H:9]2[CH2:14][C@@H:13]([C:15](=[O:22])[CH2:16][C:17](OCC)=[O:18])[CH2:12][CH2:11][N:10]2[C:23]([O:25][CH3:26])=[O:24])[CH:5]=[CH:6][C:7]=1[F:8].[OH-].[Na+].[NH2:29]O.Cl, predict the reaction product. (2) Given the reactants [OH:1][C@H:2]([CH2:18][OH:19])[CH2:3][CH2:4][O:5][C:6]1[C:15]2[C:10](=[CH:11][CH:12]=[CH:13][CH:14]=2)[C:9]([CH:16]=O)=[CH:8][CH:7]=1.[CH3:20][C:21]#[N:22].C(C=O)=O.O.[OH-].[NH4+:29], predict the reaction product. The product is: [NH:22]1[CH:21]=[CH:20][N:29]=[C:16]1[C:9]1[C:10]2[C:15](=[CH:14][CH:13]=[CH:12][CH:11]=2)[C:6]([O:5][CH2:4][CH2:3][C@H:2]([OH:1])[CH2:18][OH:19])=[CH:7][CH:8]=1. (3) Given the reactants [F:1][C:2]1[C:7]([C:8]([C:10]2[C:18]3[C:13](=[N:14][CH:15]=[C:16]([F:20])[C:17]=3I)[NH:12][CH:11]=2)=[O:9])=[C:6]([F:21])[CH:5]=[CH:4][C:3]=1[NH:22][S:23]([N:26]1[CH2:30][CH2:29][CH2:28][CH2:27]1)(=[O:25])=[O:24].[CH:31]1([CH2:34][NH2:35])[CH2:33][CH2:32]1, predict the reaction product. The product is: [CH:31]1([CH2:34][NH:35][C:17]2[C:16]([F:20])=[CH:15][N:14]=[C:13]3[NH:12][CH:11]=[C:10]([C:8]([C:7]4[C:2]([F:1])=[C:3]([NH:22][S:23]([N:26]5[CH2:30][CH2:29][CH2:28][CH2:27]5)(=[O:25])=[O:24])[CH:4]=[CH:5][C:6]=4[F:21])=[O:9])[C:18]=23)[CH2:33][CH2:32]1. (4) Given the reactants Br[C:2]1[C:11]2[C:6](=[CH:7][C:8]([O:14][CH3:15])=[C:9]([O:12][CH3:13])[CH:10]=2)[C:5]([C:16]#[N:17])=[CH:4][N:3]=1.[CH3:18][S:19][C:20]1[CH:21]=[C:22]([CH:25]=[CH:26][CH:27]=1)[CH:23]=[O:24].[I-].C[NH+]1C=CN(C)C1.[H-].[Na+], predict the reaction product. The product is: [CH3:15][O:14][C:8]1[CH:7]=[C:6]2[C:11](=[CH:10][C:9]=1[O:12][CH3:13])[C:2]([C:23](=[O:24])[C:22]1[CH:25]=[CH:26][CH:27]=[C:20]([S:19][CH3:18])[CH:21]=1)=[N:3][CH:4]=[C:5]2[C:16]#[N:17]. (5) Given the reactants [O:1]=[C:2]([CH3:25])[CH2:3][C:4]1[CH:24]=[CH:23][C:7]([O:8][CH2:9][CH2:10]CN2C(=O)C3C(=CC=CC=3)C2=O)=[CH:6][CH:5]=1.[C:26]([O:29]CCBr)(=[O:28])[CH3:27].BrCCCN1C(=O)C2=CC=CC=C2C1=O, predict the reaction product. The product is: [O:1]=[C:2]([CH3:25])[CH2:3][C:4]1[CH:5]=[CH:6][C:7]([O:8][CH2:9][CH2:10][O:29][C:26](=[O:28])[CH3:27])=[CH:23][CH:24]=1. (6) Given the reactants [NH2:1][C:2]1[CH:3]=[C:4]2[C:8](=[CH:9][CH:10]=1)[N:7]([CH2:11][C:12]([O:14][CH3:15])=[O:13])[C:6](=[O:16])[C:5]12[O:21][CH2:20][C:19]([CH3:23])([CH3:22])[CH2:18][O:17]1.[CH3:24][S:25](Cl)(=[O:27])=[O:26], predict the reaction product. The product is: [CH3:22][C:19]1([CH3:23])[CH2:20][O:21][C:5]2([C:4]3[C:8](=[CH:9][CH:10]=[C:2]([NH:1][S:25]([CH3:24])(=[O:27])=[O:26])[CH:3]=3)[N:7]([CH2:11][C:12]([O:14][CH3:15])=[O:13])[C:6]2=[O:16])[O:17][CH2:18]1.